From a dataset of Forward reaction prediction with 1.9M reactions from USPTO patents (1976-2016). Predict the product of the given reaction. (1) Given the reactants [C:1]1([C:30]2[CH:35]=[CH:34][CH:33]=[CH:32][CH:31]=2)[CH:6]=[CH:5][CH:4]=[CH:3][C:2]=1[NH:7][C:8]([O:10][CH:11]1[CH2:16][CH2:15][N:14]([CH2:17][CH2:18][C:19]([N:21]([CH3:29])[CH2:22][CH2:23][CH2:24][CH2:25]C(O)=O)=[O:20])[CH2:13][CH2:12]1)=[O:9].[NH2:36][C:37]1[C:42]([CH3:43])=[CH:41][C:40]([CH2:44][OH:45])=[C:39]([CH3:46])[CH:38]=1.C(N(CC)C(C)C)(C)C.Cl.CN(C)CCCN=C=NCC.C(=O)(O)[O-:69].[Na+], predict the reaction product. The product is: [OH:45][CH2:44][C:40]1[C:39]([CH3:46])=[CH:38][C:37]([NH:36][C:25]([CH2:24][CH2:23][CH2:22][N:21]([CH3:29])[C:19]([CH2:18][CH2:17][N:14]2[CH2:13][CH2:12][CH:11]([O:10][C:8](=[O:9])[NH:7][C:2]3[CH:3]=[CH:4][CH:5]=[CH:6][C:1]=3[C:30]3[CH:35]=[CH:34][CH:33]=[CH:32][CH:31]=3)[CH2:16][CH2:15]2)=[O:20])=[O:69])=[C:42]([CH3:43])[CH:41]=1. (2) The product is: [CH2:24]([N:26]1[C:30]([CH:31]([NH:32][C:33]2[CH:38]=[CH:37][CH:36]=[C:35]([O:39][CH3:40])[CH:34]=2)[C:8]([C:10]2[C:18]3[C:13](=[CH:14][CH:15]=[CH:16][CH:17]=3)[NH:12][CH:11]=2)=[O:9])=[CH:29][CH:28]=[N:27]1)[CH3:25]. Given the reactants C(N(CC)CC)C.[CH:8]([C:10]1[C:18]2[C:13](=[CH:14][CH:15]=[CH:16][CH:17]=2)[N:12](C(OCC)=O)[CH:11]=1)=[O:9].[CH2:24]([N:26]1[C:30]([CH:31]=[N:32][C:33]2[CH:38]=[CH:37][CH:36]=[C:35]([O:39][CH3:40])[CH:34]=2)=[CH:29][CH:28]=[N:27]1)[CH3:25], predict the reaction product. (3) Given the reactants Br[C:2]1[N:7]=[C:6]2[N:8]([CH2:11][C:12]3[CH:13]=[C:14]4[C:19](=[CH:20][CH:21]=3)[N:18]=[CH:17][CH:16]=[CH:15]4)[N:9]=[N:10][C:5]2=[N:4][CH:3]=1.CC(O)=O.CCOC(C)=O.[H][H], predict the reaction product. The product is: [N:8]1([CH2:11][C:12]2[CH:13]=[C:14]3[C:19](=[CH:20][CH:21]=2)[N:18]=[CH:17][CH:16]=[CH:15]3)[C:6]2=[N:7][CH:2]=[CH:3][N:4]=[C:5]2[N:10]=[N:9]1.